This data is from Full USPTO retrosynthesis dataset with 1.9M reactions from patents (1976-2016). The task is: Predict the reactants needed to synthesize the given product. The reactants are: [Cl:1][C:2]1[CH:35]=[CH:34][CH:33]=[C:32]([C:36]([F:39])([F:38])[F:37])[C:3]=1[C:4]([N:6]1[C:14]2[C:9](=[CH:10][CH:11]=[C:12]([C:15]3[O:16][C:17](=[O:20])[NH:18][N:19]=3)[CH:13]=2)[C:8]([C:21]2[CH:30]=[CH:29][C:24]([C:25]([O:27]C)=[O:26])=[CH:23][C:22]=2[F:31])=[N:7]1)=[O:5].O[Li].O.Cl. Given the product [Cl:1][C:2]1[CH:35]=[CH:34][CH:33]=[C:32]([C:36]([F:39])([F:38])[F:37])[C:3]=1[C:4]([N:6]1[C:14]2[C:9](=[CH:10][CH:11]=[C:12]([C:15]3[O:16][C:17](=[O:20])[NH:18][N:19]=3)[CH:13]=2)[C:8]([C:21]2[CH:30]=[CH:29][C:24]([C:25]([OH:27])=[O:26])=[CH:23][C:22]=2[F:31])=[N:7]1)=[O:5], predict the reactants needed to synthesize it.